Dataset: Catalyst prediction with 721,799 reactions and 888 catalyst types from USPTO. Task: Predict which catalyst facilitates the given reaction. (1) Product: [CH3:1][O:2][C:3]1[CH:4]=[CH:5][C:6]([CH2:7][S:8][C:9]2[CH:14]=[CH:13][N:12]=[C:11]([NH2:15])[CH:10]=2)=[CH:29][CH:30]=1. Reactant: [CH3:1][O:2][C:3]1[CH:30]=[CH:29][C:6]([CH2:7][S:8][C:9]2[CH:14]=[CH:13][N:12]=[C:11]([N:15]=C(C3C=CC=CC=3)C3C=CC=CC=3)[CH:10]=2)=[CH:5][CH:4]=1.Cl.NO.O.O.O.C([O-])(=O)C.[Na+]. The catalyst class is: 240. (2) Reactant: [C:1]([O:5][C:6]([NH:8][C@H:9]([C:22]([O:24][CH3:25])=[O:23])[CH2:10][C:11]1[S:12][C:13]([CH2:16][CH2:17][CH2:18][CH:19]([OH:21])[CH3:20])=[CH:14][CH:15]=1)=[O:7])([CH3:4])([CH3:3])[CH3:2].[Cr](O[Cr]([O-])(=O)=O)([O-])(=O)=O.[NH+]1C=CC=CC=1.[NH+]1C=CC=CC=1. Product: [C:1]([O:5][C:6]([NH:8][C@H:9]([C:22]([O:24][CH3:25])=[O:23])[CH2:10][C:11]1[S:12][C:13]([CH2:16][CH2:17][CH2:18][C:19](=[O:21])[CH3:20])=[CH:14][CH:15]=1)=[O:7])([CH3:4])([CH3:2])[CH3:3]. The catalyst class is: 2. (3) Reactant: [F:1][C:2]1[C:7]([C:8]2[C:17]([CH3:18])=[CH:16][C:15]3[C:14]([CH3:20])([CH3:19])[CH2:13][CH:12]=[C:11]([CH:21]([CH3:23])[CH3:22])[C:10]=3[CH:9]=2)=[C:6]([O:24][CH3:25])[C:5]([F:26])=[CH:4][C:3]=1[CH:27]1OCC[O:28]1.Cl. Product: [F:1][C:2]1[C:7]([C:8]2[C:17]([CH3:18])=[CH:16][C:15]3[C:14]([CH3:20])([CH3:19])[CH2:13][CH:12]=[C:11]([CH:21]([CH3:23])[CH3:22])[C:10]=3[CH:9]=2)=[C:6]([O:24][CH3:25])[C:5]([F:26])=[CH:4][C:3]=1[CH:27]=[O:28]. The catalyst class is: 1.